This data is from Peptide-MHC class I binding affinity with 185,985 pairs from IEDB/IMGT. The task is: Regression. Given a peptide amino acid sequence and an MHC pseudo amino acid sequence, predict their binding affinity value. This is MHC class I binding data. (1) The peptide sequence is VLTGNLQTL. The MHC is HLA-A69:01 with pseudo-sequence HLA-A69:01. The binding affinity (normalized) is 0.0847. (2) The peptide sequence is EHNGGDDPL. The MHC is HLA-B53:01 with pseudo-sequence HLA-B53:01. The binding affinity (normalized) is 0.213. (3) The peptide sequence is KGAVDLSHFL. The MHC is HLA-A68:02 with pseudo-sequence HLA-A68:02. The binding affinity (normalized) is 0.0975.